Dataset: NCI-60 drug combinations with 297,098 pairs across 59 cell lines. Task: Regression. Given two drug SMILES strings and cell line genomic features, predict the synergy score measuring deviation from expected non-interaction effect. (1) Drug 1: CC1=C2C(C(=O)C3(C(CC4C(C3C(C(C2(C)C)(CC1OC(=O)C(C(C5=CC=CC=C5)NC(=O)OC(C)(C)C)O)O)OC(=O)C6=CC=CC=C6)(CO4)OC(=O)C)OC)C)OC. Drug 2: C1C(C(OC1N2C=NC(=NC2=O)N)CO)O. Cell line: HOP-92. Synergy scores: CSS=33.8, Synergy_ZIP=-1.44, Synergy_Bliss=-1.60, Synergy_Loewe=-5.16, Synergy_HSA=2.99. (2) Drug 1: COC1=CC(=CC(=C1O)OC)C2C3C(COC3=O)C(C4=CC5=C(C=C24)OCO5)OC6C(C(C7C(O6)COC(O7)C8=CC=CS8)O)O. Drug 2: CC1C(C(CC(O1)OC2CC(CC3=C2C(=C4C(=C3O)C(=O)C5=CC=CC=C5C4=O)O)(C(=O)C)O)N)O. Cell line: SK-OV-3. Synergy scores: CSS=38.3, Synergy_ZIP=-3.15, Synergy_Bliss=1.18, Synergy_Loewe=0.797, Synergy_HSA=3.53. (3) Cell line: OVCAR-8. Synergy scores: CSS=0.894, Synergy_ZIP=-0.368, Synergy_Bliss=0.410, Synergy_Loewe=-2.80, Synergy_HSA=-0.652. Drug 2: CC1CCC2CC(C(=CC=CC=CC(CC(C(=O)C(C(C(=CC(C(=O)CC(OC(=O)C3CCCCN3C(=O)C(=O)C1(O2)O)C(C)CC4CCC(C(C4)OC)OCCO)C)C)O)OC)C)C)C)OC. Drug 1: CN1C(=O)N2C=NC(=C2N=N1)C(=O)N. (4) Drug 1: CCCS(=O)(=O)NC1=C(C(=C(C=C1)F)C(=O)C2=CNC3=C2C=C(C=N3)C4=CC=C(C=C4)Cl)F. Drug 2: CC(C)NC(=O)C1=CC=C(C=C1)CNNC.Cl. Cell line: SK-MEL-5. Synergy scores: CSS=44.8, Synergy_ZIP=7.00, Synergy_Bliss=6.18, Synergy_Loewe=-8.92, Synergy_HSA=3.23. (5) Drug 1: CCN(CC)CCCC(C)NC1=C2C=C(C=CC2=NC3=C1C=CC(=C3)Cl)OC. Drug 2: CN(C(=O)NC(C=O)C(C(C(CO)O)O)O)N=O. Cell line: BT-549. Synergy scores: CSS=0.225, Synergy_ZIP=0.698, Synergy_Bliss=5.80, Synergy_Loewe=-12.3, Synergy_HSA=-1.80. (6) Drug 1: CC1=C(C=C(C=C1)NC(=O)C2=CC=C(C=C2)CN3CCN(CC3)C)NC4=NC=CC(=N4)C5=CN=CC=C5. Drug 2: CC12CCC3C(C1CCC2O)C(CC4=C3C=CC(=C4)O)CCCCCCCCCS(=O)CCCC(C(F)(F)F)(F)F. Cell line: EKVX. Synergy scores: CSS=-0.416, Synergy_ZIP=-1.48, Synergy_Bliss=-3.02, Synergy_Loewe=-6.45, Synergy_HSA=-4.63.